Dataset: Full USPTO retrosynthesis dataset with 1.9M reactions from patents (1976-2016). Task: Predict the reactants needed to synthesize the given product. (1) Given the product [CH2:15]([O:14][C:13]1[C:12](=[O:22])[N:11]=[C:10]([CH2:23][C:24]2[C:25]([Cl:31])=[CH:26][CH:27]=[CH:28][C:29]=2[Cl:30])[NH:9][C:8]=1[C:6]([OH:7])=[O:5])[C:16]1[CH:21]=[CH:20][CH:19]=[CH:18][CH:17]=1, predict the reactants needed to synthesize it. The reactants are: C([O:5][C:6]([C:8]1[NH:9][C:10]([CH2:23][C:24]2[C:29]([Cl:30])=[CH:28][CH:27]=[CH:26][C:25]=2[Cl:31])=[N:11][C:12](=[O:22])[C:13]=1[O:14][CH2:15][C:16]1[CH:21]=[CH:20][CH:19]=[CH:18][CH:17]=1)=[O:7])(C)(C)C.[Li+].[OH-].O. (2) Given the product [CH:12]1[C:3]2[CH:4]=[CH:5][C:6]3[C:11](=[N:10][CH:9]=[CH:8][CH:7]=3)[C:2]=2[NH:1][S:14](=[O:16])(=[O:15])[N:17]=1, predict the reactants needed to synthesize it. The reactants are: [NH2:1][C:2]1[C:3]([CH:12]=O)=[CH:4][CH:5]=[C:6]2[C:11]=1[N:10]=[CH:9][CH:8]=[CH:7]2.[S:14](N)([NH2:17])(=[O:16])=[O:15]. (3) Given the product [CH3:26][C:19]1[C:18]([C:5]2[S:6][C:7]([C:8]([O:10][CH2:11][C:12]3[CH:13]=[CH:14][CH:15]=[CH:16][CH:17]=3)=[O:9])=[C:3]([O:2][S:29]([C:28]([F:41])([F:40])[F:27])(=[O:31])=[O:30])[N:4]=2)=[C:22]2[S:23][CH:24]=[CH:25][N:21]2[N:20]=1, predict the reactants needed to synthesize it. The reactants are: Br.[OH:2][C:3]1[N:4]=[C:5]([C:18]2[C:19]([CH3:26])=[N:20][N:21]3[CH:25]=[CH:24][S:23][C:22]=23)[S:6][C:7]=1[C:8]([O:10][CH2:11][C:12]1[CH:17]=[CH:16][CH:15]=[CH:14][CH:13]=1)=[O:9].[F:27][C:28]([F:41])([F:40])[S:29](O[S:29]([C:28]([F:41])([F:40])[F:27])(=[O:31])=[O:30])(=[O:31])=[O:30].C(=O)(O)[O-].[Na+].C(OCC)(=O)C. (4) Given the product [CH3:28][C:29]1[C:34]([NH:35][C:3]([C:5]2[CH:6]=[CH:7][C:8]3[C:14]4([CH2:20][C:21]5[CH:26]=[CH:25][CH:24]=[CH:23][CH:22]=5)[CH2:15][CH2:16][C:17](=[O:19])[CH:18]=[C:13]4[CH2:12][CH2:11][CH2:10][C:9]=3[CH:27]=2)=[O:2])=[CH:33][CH:32]=[CH:31][N:30]=1, predict the reactants needed to synthesize it. The reactants are: C[O:2][C:3]([C:5]1[CH:6]=[CH:7][C:8]2[C:14]3([CH2:20][C:21]4[CH:26]=[CH:25][CH:24]=[CH:23][CH:22]=4)[CH2:15][CH2:16][C:17](=[O:19])[CH:18]=[C:13]3[CH2:12][CH2:11][CH2:10][C:9]=2[CH:27]=1)=O.[CH3:28][C:29]1[C:34]([NH2:35])=[CH:33][CH:32]=[CH:31][N:30]=1.CCN(C(C)C)C(C)C.CN(C(F)=[N+](C)C)C.F[P-](F)(F)(F)(F)F. (5) Given the product [C:33]([C@@H:32]([NH:31][C:26]([C:22]1[C:21]([CH3:29])=[CH:20][C:19]([C:15]2[CH:16]=[CH:17][CH:18]=[C:13]([NH:12][S:9]([C:5]3[CH:6]=[C:7]([CH3:8])[C:2]([Cl:1])=[CH:3][C:4]=3[CH3:30])(=[O:11])=[O:10])[CH:14]=2)=[CH:24][C:23]=1[CH3:25])=[O:28])[CH3:36])(=[O:34])[NH2:35], predict the reactants needed to synthesize it. The reactants are: [Cl:1][C:2]1[C:7]([CH3:8])=[CH:6][C:5]([S:9]([NH:12][C:13]2[CH:14]=[C:15]([C:19]3[CH:24]=[C:23]([CH3:25])[C:22]([C:26]([OH:28])=O)=[C:21]([CH3:29])[CH:20]=3)[CH:16]=[CH:17][CH:18]=2)(=[O:11])=[O:10])=[C:4]([CH3:30])[CH:3]=1.[NH2:31][C@@H:32]([CH3:36])[C:33]([NH2:35])=[O:34]. (6) Given the product [Cl:1][C:2]1[C:7]([CH3:8])=[CH:6][C:5]([N+:17]([O-:19])=[O:18])=[C:4]([NH2:9])[CH:3]=1, predict the reactants needed to synthesize it. The reactants are: [Cl:1][C:2]1[CH:3]=[C:4]([NH2:9])[CH:5]=[CH:6][C:7]=1[CH3:8].C(OC(=O)C)(=O)C.[N+:17]([O-])([OH:19])=[O:18].C[O-].[Na+]. (7) Given the product [NH2:30][C:10]1[CH:11]=[C:12]([C:15]2[CH:16]=[N:17][C:18]([O:21][C@@H:22]3[CH:27]4[CH2:26][CH2:25][N:24]([CH2:29][CH2:28]4)[CH2:23]3)=[N:19][CH:20]=2)[CH:13]=[CH:14][C:9]=1[OH:8], predict the reactants needed to synthesize it. The reactants are: C([O:8][C:9]1[CH:14]=[CH:13][C:12]([C:15]2[CH:16]=[N:17][C:18]([O:21][C@@H:22]3[CH:27]4[CH2:28][CH2:29][N:24]([CH2:25][CH2:26]4)[CH2:23]3)=[N:19][CH:20]=2)=[CH:11][C:10]=1[N+:30]([O-])=O)C1C=CC=CC=1.